From a dataset of Reaction yield outcomes from USPTO patents with 853,638 reactions. Predict the reaction yield, written as a fraction of the theoretical maximum amount of product (1.0 means a 100% yield; for example, 0.34 means a 34% yield). (1) The reactants are [F:1][C:2]1[CH:30]=[C:29]([N+:31]([O-])=O)[CH:28]=[CH:27][C:3]=1[O:4][C:5]1[CH:10]=[CH:9][N:8]=[C:7]2[CH:11]=[C:12]([C:14]3[CH:19]=[CH:18][C:17]([C:20]([N:22]4[CH2:26][CH2:25][CH2:24][CH2:23]4)=[O:21])=[CH:16][CH:15]=3)[S:13][C:6]=12.[NH4+].[Cl-]. The catalyst is CO.[Zn]. The product is [NH2:31][C:29]1[CH:28]=[CH:27][C:3]([O:4][C:5]2[CH:10]=[CH:9][N:8]=[C:7]3[CH:11]=[C:12]([C:14]4[CH:15]=[CH:16][C:17]([C:20]([N:22]5[CH2:26][CH2:25][CH2:24][CH2:23]5)=[O:21])=[CH:18][CH:19]=4)[S:13][C:6]=23)=[C:2]([F:1])[CH:30]=1. The yield is 0.930. (2) The reactants are [Cl:1][C:2]1[CH:11]=[C:10]([CH3:12])[CH:9]=[C:8]([Cl:13])[C:3]=1[O:4][CH2:5][CH2:6][OH:7].[H-].[Na+].Br[C:17]1[CH:22]=[CH:21][C:20]([Br:23])=[CH:19][N:18]=1. The catalyst is C1COCC1. The product is [Br:23][C:20]1[CH:21]=[CH:22][C:17]([O:7][CH2:6][CH2:5][O:4][C:3]2[C:2]([Cl:1])=[CH:11][C:10]([CH3:12])=[CH:9][C:8]=2[Cl:13])=[N:18][CH:19]=1. The yield is 0.790. (3) The reactants are C([O:3][C:4]([C@H:6]([OH:34])[C@H:7]([NH:19][C:20]([CH2:22][CH2:23][CH2:24][C:25]1[CH:33]=[CH:32][CH:31]=[CH:30][C:26]=1[C:27]([OH:29])=[O:28])=[O:21])[CH2:8][C:9]1[CH:14]=[CH:13][CH:12]=[CH:11][C:10]=1[C:15]([F:18])([F:17])[F:16])=[O:5])C.C1COCC1.[OH-].[Na+]. The catalyst is CC(O)=O. The product is [C:4]([C@H:6]([OH:34])[C@H:7]([NH:19][C:20]([CH2:22][CH2:23][CH2:24][C:25]1[CH:33]=[CH:32][CH:31]=[CH:30][C:26]=1[C:27]([OH:29])=[O:28])=[O:21])[CH2:8][C:9]1[CH:14]=[CH:13][CH:12]=[CH:11][C:10]=1[C:15]([F:18])([F:17])[F:16])([OH:5])=[O:3]. The yield is 1.00. (4) The reactants are [F:1][C:2]1[CH:3]=[C:4]([NH:13][C:14]([C@@H:16]2[N:25]([C:26]([C@H:28]3[CH2:30][C@@H:29]3[CH2:31][C:32]([O:34]CC3C=CC=CC=3)=[O:33])=[O:27])[CH2:24][CH2:23][C:22]3[N:21]=[C:20]([O:42][CH3:43])[CH:19]=[CH:18][C:17]2=3)=[O:15])[CH:5]=[C:6]([F:12])[C:7]=1[Si:8]([CH3:11])([CH3:10])[CH3:9]. The catalyst is CO.[C].[Pd]. The product is [F:1][C:2]1[CH:3]=[C:4]([NH:13][C:14]([C@@H:16]2[N:25]([C:26]([CH:28]3[CH2:30][CH:29]3[CH2:31][C:32]([OH:34])=[O:33])=[O:27])[CH2:24][CH2:23][C:22]3[N:21]=[C:20]([O:42][CH3:43])[CH:19]=[CH:18][C:17]2=3)=[O:15])[CH:5]=[C:6]([F:12])[C:7]=1[Si:8]([CH3:11])([CH3:9])[CH3:10]. The yield is 0.800. (5) The reactants are FC1C=CC(CN)=CC=1.[NH2:10][CH2:11][C:12]1[CH:17]=[CH:16][CH:15]=[CH:14][N:13]=1.[CH2:18]([N:25]1[CH2:29][CH2:28][N:27]([C:30]2[S:31][C:32]([C:36](O)=[O:37])=[C:33]([CH3:35])[N:34]=2)[C:26]1=[O:39])[C:19]1[CH:24]=[CH:23][CH:22]=[CH:21][CH:20]=1. No catalyst specified. The product is [CH2:18]([N:25]1[CH2:29][CH2:28][N:27]([C:30]2[S:31][C:32]([C:36]([NH:10][CH2:11][C:12]3[CH:17]=[CH:16][CH:15]=[CH:14][N:13]=3)=[O:37])=[C:33]([CH3:35])[N:34]=2)[C:26]1=[O:39])[C:19]1[CH:24]=[CH:23][CH:22]=[CH:21][CH:20]=1. The yield is 0.430. (6) The reactants are [O:1]=[C:2]1[C:10]2[C:5](=[C:6]([C:11]3[S:15][C:14](C(O)=O)=[CH:13][CH:12]=3)[CH:7]=[CH:8][CH:9]=2)[CH2:4][NH:3]1.C([N:21]([CH2:24]C)CC)C.C1(P(N=[N+]=[N-])(C2C=CC=CC=2)=[O:33])C=CC=CC=1.[CH3:43][C:44]1[CH:45]=[C:46]([CH:48]=[CH:49][CH:50]=1)[NH2:47]. The catalyst is CN(C=O)C.O. The product is [CH3:43][C:44]1[CH:45]=[C:46]([NH:47][C:24]([NH:21][C:14]2[S:15][C:11]([C:6]3[CH:7]=[CH:8][CH:9]=[C:10]4[C:5]=3[CH2:4][NH:3][C:2]4=[O:1])=[CH:12][CH:13]=2)=[O:33])[CH:48]=[CH:49][CH:50]=1. The yield is 0.130. (7) The reactants are [CH3:1][C:2](=[CH2:16])[CH2:3][CH2:4][O:5][C:6]1[CH:7]=[C:8]([NH:12][C:13](=[O:15])[CH3:14])[CH:9]=[CH:10][CH:11]=1.[Al+3].[Cl-].[Cl-].[Cl-].O. The catalyst is FC1C=CC=CC=1. The product is [CH3:16][C:2]1([CH3:1])[C:11]2[C:6](=[CH:7][C:8]([NH:12][C:13](=[O:15])[CH3:14])=[CH:9][CH:10]=2)[O:5][CH2:4][CH2:3]1. The yield is 0.540. (8) The reactants are [OH:1][CH2:2][C@@H:3]([NH:8][C:9](=[O:15])[O:10][C:11]([CH3:14])([CH3:13])[CH3:12])[CH2:4][CH2:5][S:6][CH3:7].C(N(CC)CC)C.[CH3:23][S:24](Cl)(=[O:26])=[O:25]. The catalyst is C(Cl)Cl. The product is [CH3:23][S:24]([O:1][CH2:2][C@@H:3]([NH:8][C:9]([O:10][C:11]([CH3:12])([CH3:14])[CH3:13])=[O:15])[CH2:4][CH2:5][S:6][CH3:7])(=[O:26])=[O:25]. The yield is 0.750. (9) The reactants are [C:1]([O:5][C:6]([C:8]1([C:13]([O:15]C(C)(C)C)=[O:14])[CH2:10][CH:9]1[CH2:11][CH3:12])=[O:7])([CH3:4])([CH3:3])[CH3:2].CC(C)([O-])C.[K+]. The catalyst is C(OCC)C.O. The product is [C:1]([O:5][C:6]([C:8]1([C:13]([OH:15])=[O:14])[CH2:10][CH:9]1[CH2:11][CH3:12])=[O:7])([CH3:2])([CH3:3])[CH3:4]. The yield is 0.690.